This data is from NCI-60 drug combinations with 297,098 pairs across 59 cell lines. The task is: Regression. Given two drug SMILES strings and cell line genomic features, predict the synergy score measuring deviation from expected non-interaction effect. Synergy scores: CSS=15.4, Synergy_ZIP=-0.919, Synergy_Bliss=-2.89, Synergy_Loewe=-9.71, Synergy_HSA=-1.85. Drug 2: CC1CCC2CC(C(=CC=CC=CC(CC(C(=O)C(C(C(=CC(C(=O)CC(OC(=O)C3CCCCN3C(=O)C(=O)C1(O2)O)C(C)CC4CCC(C(C4)OC)O)C)C)O)OC)C)C)C)OC. Drug 1: CC1C(C(CC(O1)OC2CC(OC(C2O)C)OC3=CC4=CC5=C(C(=O)C(C(C5)C(C(=O)C(C(C)O)O)OC)OC6CC(C(C(O6)C)O)OC7CC(C(C(O7)C)O)OC8CC(C(C(O8)C)O)(C)O)C(=C4C(=C3C)O)O)O)O. Cell line: KM12.